From a dataset of Full USPTO retrosynthesis dataset with 1.9M reactions from patents (1976-2016). Predict the reactants needed to synthesize the given product. (1) Given the product [Cl:1][C:2]1[N:31]=[CH:30][C:5]2[N:6]=[C:7]([CH3:29])[N:8]([C:11]3[CH:16]=[CH:15][C:14]([O:17][CH2:18][CH2:19][CH2:20][N:21]4[CH2:26][CH2:25][CH2:24][CH2:23][CH2:22]4)=[CH:13][C:12]=3[OH:27])[C:9](=[O:10])[C:4]=2[CH:3]=1, predict the reactants needed to synthesize it. The reactants are: [Cl:1][C:2]1[N:31]=[CH:30][C:5]2[N:6]=[C:7]([CH3:29])[N:8]([C:11]3[CH:16]=[CH:15][C:14]([O:17][CH2:18][CH2:19][CH2:20][N:21]4[CH2:26][CH2:25][CH2:24][CH2:23][CH2:22]4)=[CH:13][C:12]=3[O:27]C)[C:9](=[O:10])[C:4]=2[CH:3]=1.B(Br)(Br)Br.O. (2) The reactants are: Br[C:2]1[CH:11]=[C:10]2[C:5]([CH:6]=[CH:7][C:8]([C:12]([NH:14][C:15]3[CH:16]=[N:17][CH:18]=[CH:19][C:20]=3[N:21]3[CH2:26][C@H:25]([CH3:27])[C@@H:24]([O:28][Si:29]([C:32]([CH3:35])([CH3:34])[CH3:33])([CH3:31])[CH3:30])[C@H:23]([NH:36][C:37](=[O:43])[O:38][C:39]([CH3:42])([CH3:41])[CH3:40])[CH2:22]3)=[O:13])=[N:9]2)=[CH:4][CH:3]=1.CC1(C)C(C)(C)OB([C:52]2[CH2:53][CH2:54][O:55][CH2:56][CH:57]=2)O1.[O-]P([O-])([O-])=O.[K+].[K+].[K+]. Given the product [Si:29]([O:28][C@@H:24]1[C@@H:25]([CH3:27])[CH2:26][N:21]([C:20]2[CH:19]=[CH:18][N:17]=[CH:16][C:15]=2[NH:14][C:12]([C:8]2[CH:7]=[CH:6][C:5]3[C:10](=[CH:11][C:2]([C:52]4[CH2:57][CH2:56][O:55][CH2:54][CH:53]=4)=[CH:3][CH:4]=3)[N:9]=2)=[O:13])[CH2:22][C@H:23]1[NH:36][C:37](=[O:43])[O:38][C:39]([CH3:42])([CH3:41])[CH3:40])([C:32]([CH3:33])([CH3:35])[CH3:34])([CH3:30])[CH3:31], predict the reactants needed to synthesize it. (3) Given the product [CH3:13][C:9]1([CH3:14])[CH2:10][CH2:11][C:12]2[C:3](=[O:2])[NH:4][C:5]3[O:17][C:16]4[C:18]([NH:22][CH2:23][CH2:24][CH2:25][N:26]5[CH2:30][CH2:29][CH2:28][C:27]5=[O:31])=[N:19][CH:20]=[N:21][C:15]=4[C:6]=3[C:7]=2[CH2:8]1, predict the reactants needed to synthesize it. The reactants are: C[O:2][C:3]1[C:12]2[CH2:11][CH2:10][C:9]([CH3:14])([CH3:13])[CH2:8][C:7]=2[C:6]2[C:15]3[N:21]=[CH:20][N:19]=[C:18]([NH:22][CH2:23][CH2:24][CH2:25][N:26]4[CH2:30][CH2:29][CH2:28][C:27]4=[O:31])[C:16]=3[O:17][C:5]=2[N:4]=1.[OH-].[Na+]. (4) Given the product [F:19][C:18]([F:21])([F:20])[C:5]1[C:6]([N:8]2[CH2:13][CH2:12][CH:11]([C:14]([F:17])([F:16])[F:15])[CH2:10][CH2:9]2)=[CH:7][C:2]([C:27]#[N:29])=[N:3][CH:4]=1, predict the reactants needed to synthesize it. The reactants are: Cl[C:2]1[CH:7]=[C:6]([N:8]2[CH2:13][CH2:12][CH:11]([C:14]([F:17])([F:16])[F:15])[CH2:10][CH2:9]2)[C:5]([C:18]([F:21])([F:20])[F:19])=[CH:4][N:3]=1.C(Cl)(Cl)Cl.C[C:27]([N:29](C)C)=O. (5) Given the product [Cl-:30].[F:1][C:2]1[CH:3]=[C:4]([CH:8]([NH:20][C:21]2[CH:22]=[C:23]([F:29])[C:24]([F:28])=[C:25]([F:27])[CH:26]=2)[C:9]([O:11][C@@H:12]2[CH:17]3[CH2:18][CH2:19][N+:14]([CH2:31][C:32](=[O:33])[C:34]4[S:35][CH:36]=[CH:37][CH:38]=4)([CH2:15][CH2:16]3)[CH2:13]2)=[O:10])[CH:5]=[CH:6][CH:7]=1, predict the reactants needed to synthesize it. The reactants are: [F:1][C:2]1[CH:3]=[C:4]([CH:8]([NH:20][C:21]2[CH:26]=[C:25]([F:27])[C:24]([F:28])=[C:23]([F:29])[CH:22]=2)[C:9]([O:11][C@@H:12]2[CH:17]3[CH2:18][CH2:19][N:14]([CH2:15][CH2:16]3)[CH2:13]2)=[O:10])[CH:5]=[CH:6][CH:7]=1.[Cl:30][CH2:31][C:32]([C:34]1[S:35][CH:36]=[CH:37][CH:38]=1)=[O:33]. (6) The reactants are: CN(C(ON1N=NC2C=CC=NC1=2)=[N+](C)C)C.F[P-](F)(F)(F)(F)F.[CH3:25][C:26]1[CH:27]=[C:28]([N:33]2[CH2:38][CH2:37][NH:36][CH2:35][CH2:34]2)[CH:29]=[CH:30][C:31]=1[CH3:32].[Cl:39][C:40]1[C:41]([C:50]([F:53])([F:52])[F:51])=[N:42][N:43]([CH2:46][C:47](O)=[O:48])[C:44]=1[CH3:45]. Given the product [Cl:39][C:40]1[C:41]([C:50]([F:52])([F:51])[F:53])=[N:42][N:43]([CH2:46][C:47]([N:36]2[CH2:35][CH2:34][N:33]([C:28]3[CH:29]=[CH:30][C:31]([CH3:32])=[C:26]([CH3:25])[CH:27]=3)[CH2:38][CH2:37]2)=[O:48])[C:44]=1[CH3:45], predict the reactants needed to synthesize it. (7) Given the product [CH:5]1([CH2:6][O:1][C:2]2[C:3]([O:12][CH3:13])=[CH:4][C:5]([CH:6]=[O:7])=[CH:8][C:9]=2[O:10][CH3:11])[CH2:8][CH2:9][CH2:2][CH2:3][CH2:4]1, predict the reactants needed to synthesize it. The reactants are: [OH:1][C:2]1[C:9]([O:10][CH3:11])=[CH:8][C:5]([CH:6]=[O:7])=[CH:4][C:3]=1[O:12][CH3:13].C([O-])([O-])=O.[Cs+].[Cs+].[Br-].O. (8) Given the product [CH2:21]([N:1]1[C:5]2=[N:6][CH:7]=[CH:8][CH:9]=[C:4]2[C:3]([C:10]2[C:18]3[C:13](=[CH:14][N:15]=[CH:16][CH:17]=3)[NH:12][CH:11]=2)=[CH:2]1)[C:22]1[CH:27]=[CH:26][CH:25]=[CH:24][CH:23]=1, predict the reactants needed to synthesize it. The reactants are: [NH:1]1[C:5]2=[N:6][CH:7]=[CH:8][CH:9]=[C:4]2[C:3]([C:10]2[C:18]3[C:13](=[CH:14][N:15]=[CH:16][CH:17]=3)[NH:12][CH:11]=2)=[CH:2]1.[H-].[Na+].[CH2:21](Br)[C:22]1[CH:27]=[CH:26][CH:25]=[CH:24][CH:23]=1.CO. (9) Given the product [NH:1]([C:2]1[CH:3]=[CH:4][C:5]([C:6]([O:8][CH3:9])=[O:7])=[CH:10][CH:11]=1)[NH2:12], predict the reactants needed to synthesize it. The reactants are: [NH2:1][C:2]1[CH:11]=[CH:10][C:5]([C:6]([O:8][CH3:9])=[O:7])=[CH:4][CH:3]=1.[N:12]([O-])=O.[Na+]. (10) Given the product [C:1]1([S:7]([N:10]2[C:14]3=[N:15][CH:16]=[CH:17][CH:18]=[C:13]3[C:12]([CH2:38][C:37]3[CH:36]=[N:35][C:34]([S:7]([CH3:1])(=[O:9])=[O:8])=[N:30][CH:31]=3)=[CH:11]2)(=[O:9])=[O:8])[CH:6]=[CH:5][CH:4]=[CH:3][CH:2]=1, predict the reactants needed to synthesize it. The reactants are: [C:1]1([S:7]([N:10]2[C:14]3=[N:15][CH:16]=[C:17](Cl)[CH:18]=[C:13]3[C:12](I)=[CH:11]2)(=[O:9])=[O:8])[CH:6]=[CH:5][CH:4]=[CH:3][CH:2]=1.C1(S([N:30]2[C:34]3=[N:35][CH:36]=[CH:37][CH:38]=C3C(I)=[CH:31]2)(=O)=O)C=CC=CC=1.